This data is from Peptide-MHC class I binding affinity with 185,985 pairs from IEDB/IMGT. The task is: Regression. Given a peptide amino acid sequence and an MHC pseudo amino acid sequence, predict their binding affinity value. This is MHC class I binding data. (1) The peptide sequence is SILLMTVTSI. The binding affinity (normalized) is 0. The MHC is HLA-B07:02 with pseudo-sequence HLA-B07:02. (2) The peptide sequence is FLGKIWPS. The MHC is HLA-A02:01 with pseudo-sequence HLA-A02:01. The binding affinity (normalized) is 0.872. (3) The peptide sequence is GFLPWHRLFL. The MHC is H-2-Kd with pseudo-sequence H-2-Kd. The binding affinity (normalized) is 0. (4) The peptide sequence is IYDHSRKPF. The MHC is HLA-C04:01 with pseudo-sequence HLA-C04:01. The binding affinity (normalized) is 0.0847.